From a dataset of Full USPTO retrosynthesis dataset with 1.9M reactions from patents (1976-2016). Predict the reactants needed to synthesize the given product. (1) Given the product [CH3:1][C:2]1[CH:12]=[CH:11][C:5]([CH2:6][OH:7])=[C:4]([CH2:9][OH:8])[CH:3]=1, predict the reactants needed to synthesize it. The reactants are: [CH3:1][C:2]1[CH:3]=[C:4]2[C:9](=O)[O:8][C:6](=[O:7])[C:5]2=[CH:11][CH:12]=1.[H-].[Li+].[Al+3].[H-].[H-].[H-].[Cl-].[NH4+]. (2) Given the product [Cl:1][C:2]1[CH:7]=[C:6]([Cl:8])[CH:5]=[CH:4][C:3]=1[CH2:9][NH:10][C:40]([C:36]1[CH:35]=[C:34]2[C:39](=[CH:38][CH:37]=1)[N:31]([CH2:30][C:27]1[CH:26]=[CH:25][C:24]([C:19]3[C:18]([C:16]([OH:17])=[O:15])=[CH:23][CH:22]=[CH:21][CH:20]=3)=[CH:29][CH:28]=1)[C:32]([CH3:44])=[C:33]2[CH3:43])=[O:41], predict the reactants needed to synthesize it. The reactants are: [Cl:1][C:2]1[CH:7]=[C:6]([Cl:8])[CH:5]=[CH:4][C:3]=1[CH2:9][NH2:10].C([O:15][C:16]([C:18]1[CH:23]=[CH:22][CH:21]=[CH:20][C:19]=1[C:24]1[CH:29]=[CH:28][C:27]([CH2:30][N:31]2[C:39]3[C:34](=[CH:35][C:36]([C:40](O)=[O:41])=[CH:37][CH:38]=3)[C:33]([CH3:43])=[C:32]2[CH3:44])=[CH:26][CH:25]=1)=[O:17])(C)(C)C. (3) Given the product [C:1]([C:3]1[CH:4]=[C:5]([CH:9]=[CH:10][CH:11]=1)[C:6]([N:15]([C:27]1[CH:26]=[CH:25][CH:24]=[CH:29][CH:28]=1)[CH2:14][CH2:12][OH:13])=[O:8])#[N:2], predict the reactants needed to synthesize it. The reactants are: [C:1]([C:3]1[CH:4]=[C:5]([CH:9]=[CH:10][CH:11]=1)[C:6]([OH:8])=O)#[N:2].[C:12](C1NC=CN=1)([C:14]1[NH:15]C=CN=1)=[O:13].[CH:24]1[CH:29]=[CH:28][C:27]([C@@H](N)CO)=[CH:26][CH:25]=1. (4) Given the product [CH2:9]([C:8]1[C:3]([CH2:1][CH3:2])=[CH:4][C:5]([C:11]2[O:15][N:14]=[C:13]([C:16]3[CH:21]=[C:20]([CH3:22])[C:19]([O:23][CH2:26][CH:28]4[CH2:29][O:30]4)=[C:18]([CH2:24][CH3:25])[CH:17]=3)[N:12]=2)=[CH:6][N:7]=1)[CH3:10], predict the reactants needed to synthesize it. The reactants are: [CH2:1]([C:3]1[CH:4]=[C:5]([C:11]2[O:15][N:14]=[C:13]([C:16]3[CH:21]=[C:20]([CH3:22])[C:19]([OH:23])=[C:18]([CH2:24][CH3:25])[CH:17]=3)[N:12]=2)[CH:6]=[N:7][C:8]=1[CH2:9][CH3:10])[CH3:2].[CH2:26]([CH:28]1[O:30][CH2:29]1)Cl. (5) Given the product [CH3:1][O:2][C:3]1[CH:4]=[C:5]([CH:10]=[CH:11][N:19]=[C:29]=[O:24])[CH:6]=[CH:7][C:8]=1[CH3:9], predict the reactants needed to synthesize it. The reactants are: [CH3:1][O:2][C:3]1[CH:4]=[C:5]([CH:10]=[CH:11]C(O)=O)[CH:6]=[CH:7][C:8]=1[CH3:9].S(Cl)(Cl)=O.[N-:19]=[N+]=[N-].[Na+].O.[O:24]1[CH2:29]COCC1. (6) Given the product [CH:26]1([S:29]([C:2]2[C:7]([O:8][CH3:9])=[CH:6][C:5]3[O:10][CH2:11][C:12]4[C:16]([C:17]([OH:19])=[O:18])=[N:15][N:14]([C:20]5[CH:24]=[CH:23][S:22][CH:21]=5)[C:13]=4[C:4]=3[CH:3]=2)(=[O:31])=[O:30])[CH2:28][CH2:27]1, predict the reactants needed to synthesize it. The reactants are: Br[C:2]1[C:7]([O:8][CH3:9])=[CH:6][C:5]2[O:10][CH2:11][C:12]3[C:16]([C:17]([OH:19])=[O:18])=[N:15][N:14]([C:20]4[CH:24]=[CH:23][S:22][CH:21]=4)[C:13]=3[C:4]=2[CH:3]=1.[Na].[CH:26]1([S:29]([OH:31])=[O:30])[CH2:28][CH2:27]1.CNCCNC. (7) Given the product [CH2:13]([O:11][CH2:10][CH:7]1[CH2:8][O:9][C:4]([CH3:12])([CH3:3])[O:5][CH2:6]1)[C:14]1[CH:19]=[CH:18][CH:17]=[CH:16][CH:15]=1, predict the reactants needed to synthesize it. The reactants are: [H-].[Na+].[CH3:3][C:4]1([CH3:12])[O:9][CH2:8][CH:7]([CH2:10][OH:11])[CH2:6][O:5]1.[CH2:13](Br)[C:14]1[CH:19]=[CH:18][CH:17]=[CH:16][CH:15]=1. (8) Given the product [F:11][C:3]1[C:4]([F:10])=[CH:5][C:6]([F:9])=[C:7]([F:8])[C:2]=1[CH2:14][C@H:15]([OH:16])[CH3:18], predict the reactants needed to synthesize it. The reactants are: Br[C:2]1[C:7]([F:8])=[C:6]([F:9])[CH:5]=[C:4]([F:10])[C:3]=1[F:11].N#N.[CH3:14][CH2:15][OH:16].[Li][CH:18](CC)C.C1CCCCC1.B(F)(F)F.C(OCC)C.